Dataset: Full USPTO retrosynthesis dataset with 1.9M reactions from patents (1976-2016). Task: Predict the reactants needed to synthesize the given product. (1) Given the product [C:1]([CH:3]([C:9]1[CH:14]=[CH:13][C:12]([OH:15])=[CH:11][CH:10]=1)[CH2:4][C:5]([O:7][CH2:8][C:17]1[CH:22]=[CH:21][CH:20]=[CH:19][CH:18]=1)=[O:6])#[N:2], predict the reactants needed to synthesize it. The reactants are: [C:1]([CH:3]([C:9]1[CH:14]=[CH:13][C:12]([OH:15])=[CH:11][CH:10]=1)[CH2:4][C:5]([O:7][CH3:8])=[O:6])#[N:2].C(O)[C:17]1[CH:22]=[CH:21][CH:20]=[CH:19][CH:18]=1.CCCC[Sn](O[Sn](CCCC)(CCCC)CCCC)(CCCC)CCCC. (2) The reactants are: C([O:8][C:9](=[O:28])[CH2:10][CH2:11][CH2:12][O:13][C:14](=[O:27])[C@H:15]([CH:24]([CH3:26])[CH3:25])[NH:16][C:17]([O:19][C:20]([CH3:23])([CH3:22])[CH3:21])=[O:18])C1C=CC=CC=1. Given the product [C:17]([NH:16][C@H:15]([C:14]([O:13][CH2:12][CH2:11][CH2:10][C:9]([OH:28])=[O:8])=[O:27])[CH:24]([CH3:26])[CH3:25])([O:19][C:20]([CH3:23])([CH3:22])[CH3:21])=[O:18], predict the reactants needed to synthesize it. (3) Given the product [C:2]1([C:2]23[CH2:11][CH:6]4[CH2:7][CH:8]([CH2:10][CH:4]([CH2:5]4)[CH2:3]2)[CH2:9]3)[CH:11]=[CH:6][CH:5]=[CH:4][CH:3]=1, predict the reactants needed to synthesize it. The reactants are: Br[C:2]12[CH2:11][CH:6]3[CH2:7][CH:8]([CH2:10][CH:4]([CH2:5]3)[CH2:3]1)[CH2:9]2. (4) Given the product [F:10][C:11]1[CH:18]=[CH:17][C:14]([CH2:15][N:16]2[C:6]([CH3:8])=[CH:7][C:2]([NH:16][CH2:15][C:14]3[CH:17]=[CH:18][C:11]([F:10])=[CH:12][CH:13]=3)=[CH:3][C:4]2=[O:9])=[CH:13][CH:12]=1, predict the reactants needed to synthesize it. The reactants are: O[C:2]1[CH:7]=[C:6]([CH3:8])O[C:4](=[O:9])[CH:3]=1.[F:10][C:11]1[CH:18]=[CH:17][C:14]([CH2:15][NH2:16])=[CH:13][CH:12]=1. (5) Given the product [F:15][C:9]1[CH:8]=[C:7]([CH2:6][C:17]2[N:18]=[CH:19][N:20]([C:22]([C:23]3[CH:28]=[CH:27][CH:26]=[CH:25][CH:24]=3)([C:35]3[CH:36]=[CH:37][CH:38]=[CH:39][CH:40]=3)[C:29]3[CH:30]=[CH:31][CH:32]=[CH:33][CH:34]=3)[CH:21]=2)[CH:14]=[CH:13][C:10]=1[C:11]#[N:12], predict the reactants needed to synthesize it. The reactants are: BrC(Br)C.Br[CH2:6][C:7]1[CH:14]=[CH:13][C:10]([C:11]#[N:12])=[C:9]([F:15])[CH:8]=1.I[C:17]1[N:18]=[CH:19][N:20]([C:22]([C:35]2[CH:40]=[CH:39][CH:38]=[CH:37][CH:36]=2)([C:29]2[CH:34]=[CH:33][CH:32]=[CH:31][CH:30]=2)[C:23]2[CH:28]=[CH:27][CH:26]=[CH:25][CH:24]=2)[CH:21]=1. (6) Given the product [F:46][C:47]1[CH:52]=[C:51]([C:53]2[CH:54]=[C:55]3[C:61]([C:62]4[C:63]([CH3:75])=[N:64][N:65]([CH2:67][C:68]5[CH:73]=[CH:72][CH:71]=[C:70]([F:74])[CH:69]=5)[CH:66]=4)=[CH:60][NH:59][C:56]3=[N:57][CH:58]=2)[CH:50]=[CH:49][C:48]=1[CH:86]1[CH2:91][CH2:90][N:89]([C:92]([O:94][C:95]([CH3:98])([CH3:97])[CH3:96])=[O:93])[CH2:88][CH2:87]1, predict the reactants needed to synthesize it. The reactants are: Cl.FC1C=C(C=CC=1)CN1C=C(C2C3C(=NC=C(C4C=CC(C5CCNCC5)=CC=4)C=3)N(S(C3C=CC(C)=CC=3)(=O)=O)C=2)C=N1.[F:46][C:47]1[CH:52]=[C:51]([C:53]2[CH:54]=[C:55]3[C:61]([C:62]4[C:63]([CH3:75])=[N:64][N:65]([CH2:67][C:68]5[CH:73]=[CH:72][CH:71]=[C:70]([F:74])[CH:69]=5)[CH:66]=4)=[CH:60][N:59](S(C4C=CC(C)=CC=4)(=O)=O)[C:56]3=[N:57][CH:58]=2)[CH:50]=[CH:49][C:48]=1[CH:86]1[CH2:91][CH2:90][N:89]([C:92]([O:94][C:95]([CH3:98])([CH3:97])[CH3:96])=[O:93])[CH2:88][CH2:87]1.[OH-].[Li+].